From a dataset of Catalyst prediction with 721,799 reactions and 888 catalyst types from USPTO. Predict which catalyst facilitates the given reaction. (1) Reactant: [CH3:1][O:2][C:3]1[CH:4]=[CH:5][C:6]([C:9]([O:11]C)=[O:10])=[N:7][CH:8]=1.[OH-].[Na+].C(O)(=O)CC(CC(O)=O)(C(O)=O)O. Product: [CH3:1][O:2][C:3]1[CH:4]=[CH:5][C:6]([C:9]([OH:11])=[O:10])=[N:7][CH:8]=1. The catalyst class is: 111. (2) Reactant: [O:1]1[C:5]2([CH2:10][CH2:9][CH:8]([OH:11])[CH2:7][CH2:6]2)[O:4][CH2:3][CH2:2]1.[H-].[Na+].Cl[C:15]1[N:20]=[CH:19][CH:18]=[CH:17][N:16]=1. Product: [O:1]1[C:5]2([CH2:10][CH2:9][CH:8]([O:11][C:15]3[N:20]=[CH:19][CH:18]=[CH:17][N:16]=3)[CH2:7][CH2:6]2)[O:4][CH2:3][CH2:2]1. The catalyst class is: 3. (3) Reactant: [C:1](N1C=CN=C1)([N:3]1[CH:7]=[CH:6][N:5]=[CH:4]1)=[O:2].[C:13]1([CH:19]([C:26]2[CH:31]=[CH:30][CH:29]=[CH:28][CH:27]=2)[N:20]2[CH2:25][CH2:24][NH:23][CH2:22][CH2:21]2)[CH:18]=[CH:17][CH:16]=[CH:15][CH:14]=1.C1CCN2C(=NCCC2)CC1.C(Cl)Cl. Product: [N:3]1([C:1]([N:23]2[CH2:22][CH2:21][N:20]([CH:19]([C:13]3[CH:14]=[CH:15][CH:16]=[CH:17][CH:18]=3)[C:26]3[CH:31]=[CH:30][CH:29]=[CH:28][CH:27]=3)[CH2:25][CH2:24]2)=[O:2])[CH:7]=[CH:6][N:5]=[CH:4]1. The catalyst class is: 36.